From a dataset of Forward reaction prediction with 1.9M reactions from USPTO patents (1976-2016). Predict the product of the given reaction. (1) Given the reactants [C:1]([O:5][C:6]([N:8]1[C@H:20]([C:21]([OH:23])=[O:22])[CH2:19][C:18]2[C:17]3[C:12](=[CH:13][CH:14]=[CH:15][CH:16]=3)[NH:11][C:10]=2[CH2:9]1)=[O:7])([CH3:4])([CH3:3])[CH3:2].[H-].[Na+].[F:26][C:27]1[CH:34]=[CH:33][C:30]([CH2:31]Br)=[CH:29][CH:28]=1, predict the reaction product. The product is: [C:1]([O:5][C:6]([N:8]1[C@H:20]([C:21]([OH:23])=[O:22])[CH2:19][C:18]2[C:17]3[C:12](=[CH:13][CH:14]=[CH:15][CH:16]=3)[N:11]([CH2:31][C:30]3[CH:33]=[CH:34][C:27]([F:26])=[CH:28][CH:29]=3)[C:10]=2[CH2:9]1)=[O:7])([CH3:4])([CH3:2])[CH3:3]. (2) Given the reactants [OH:1][CH2:2][CH2:3][CH2:4][C:5]1[C:13]2[C:8](=[CH:9][C:10]([C:14]([F:17])([F:16])[F:15])=[CH:11][CH:12]=2)[NH:7][C:6]=1[C:18]([O:20][CH2:21][CH3:22])=[O:19].[Cl:23][C:24]1[CH:29]=[CH:28][C:27](O)=[CH:26][C:25]=1[CH3:31], predict the reaction product. The product is: [Cl:23][C:24]1[CH:29]=[CH:28][C:27]([O:1][CH2:2][CH2:3][CH2:4][C:5]2[C:13]3[C:8](=[CH:9][C:10]([C:14]([F:16])([F:17])[F:15])=[CH:11][CH:12]=3)[NH:7][C:6]=2[C:18]([O:20][CH2:21][CH3:22])=[O:19])=[CH:26][C:25]=1[CH3:31]. (3) Given the reactants [CH3:1][C:2]1[CH:7]=[CH:6][C:5]([OH:8])=[CH:4][C:3]=1[N+:9]([O-:11])=[O:10].[O:12]1[CH:17]=[CH:16][CH2:15][CH2:14][CH2:13]1.CC1C=CC(S(O)(=O)=O)=CC=1.N1C=CC=CC=1, predict the reaction product. The product is: [CH3:1][C:2]1[CH:7]=[CH:6][C:5]([O:8][CH:13]2[CH2:14][CH2:15][CH2:16][CH2:17][O:12]2)=[CH:4][C:3]=1[N+:9]([O-:11])=[O:10]. (4) Given the reactants C[O:2][C:3](=[O:34])[CH2:4][C@H:5]1[C:9]2[CH:10]=[CH:11][C:12]([O:14][C@H:15]3[C:23]4[C:18](=[C:19]([CH2:25][C:26]5[CH:31]=[CH:30][CH:29]=[C:28]([O:32][CH3:33])[CH:27]=5)[CH:20]=[CH:21][C:22]=4[F:24])[CH2:17][CH2:16]3)=[CH:13][C:8]=2[O:7][CH2:6]1.[OH-].[Na+].Cl.CC#N.O, predict the reaction product. The product is: [F:24][C:22]1[CH:21]=[CH:20][C:19]([CH2:25][C:26]2[CH:31]=[CH:30][CH:29]=[C:28]([O:32][CH3:33])[CH:27]=2)=[C:18]2[C:23]=1[C@H:15]([O:14][C:12]1[CH:11]=[CH:10][C:9]3[C@H:5]([CH2:4][C:3]([OH:34])=[O:2])[CH2:6][O:7][C:8]=3[CH:13]=1)[CH2:16][CH2:17]2. (5) Given the reactants [C:1]([C:3]1[CH:10]=[CH:9][C:6]([CH:7]=O)=[CH:5][CH:4]=1)#[N:2].C1(P(C2C=CC=CC=2)C2C=CC=CC=2)C=CC=CC=1.[Br:30][C:31](Br)(Br)[F:32].C([Zn]CC)C.[NH4+].[Cl-], predict the reaction product. The product is: [Br:30][C:31]([F:32])=[CH:7][C:6]1[CH:9]=[CH:10][C:3]([C:1]#[N:2])=[CH:4][CH:5]=1. (6) Given the reactants [CH2:1]([C:5]1[C:9]([CH2:10][CH2:11][CH2:12][OH:13])=[CH:8][N:7]([C:14]2[CH:19]=[CH:18][C:17]([C:20]([F:23])([F:22])[F:21])=[CH:16][N:15]=2)[N:6]=1)[CH2:2][CH2:3][CH3:4].[CH2:24]([N:26]1[CH:30]=[C:29]([CH2:31][C:32]([O:34]C)=[O:33])[C:28](O)=[N:27]1)[CH3:25].C(P(CCCC)CCCC)CCC.N(C(N1CCCCC1)=O)=NC(N1CCCCC1)=O, predict the reaction product. The product is: [CH2:1]([C:5]1[C:9]([CH2:10][CH2:11][CH2:12][O:13][C:28]2[C:29]([CH2:31][C:32]([OH:34])=[O:33])=[CH:30][N:26]([CH2:24][CH3:25])[N:27]=2)=[CH:8][N:7]([C:14]2[CH:19]=[CH:18][C:17]([C:20]([F:21])([F:22])[F:23])=[CH:16][N:15]=2)[N:6]=1)[CH2:2][CH2:3][CH3:4].